This data is from Antibody developability classification from SAbDab with 2,409 antibodies. The task is: Regression/Classification. Given an antibody's heavy chain and light chain sequences, predict its developability. TAP uses regression for 5 developability metrics; SAbDab uses binary classification. The antibody is ['QVQLVQSGAEVKKPGSSVKVSCKASGGTFSSYAISWVRQAPGQGLEWMGGIIPIFGTANYAQKFQGRVTITADESTSTAYMELSSLRSEDTAVYYCARHGNYYYYSGMDVWGQGTTVTVSS', 'QSVLTQPPSVSEAPRQRVTISCSGSSSNIGNNAVNWYQQLPGKAPKLLIYYDDLLPSGVSDRFSGSKSGTSASLAISGLQSEDEADYYCAAWDDSLNGAVFGGGTQLTVL']. Result: 0 (not developable).